Dataset: Forward reaction prediction with 1.9M reactions from USPTO patents (1976-2016). Task: Predict the product of the given reaction. (1) Given the reactants [Br:1][C:2]1[CH:7]=[CH:6][C:5]([CH2:8][NH:9][S:10]([CH2:13][C:14]2[CH:19]=[CH:18][CH:17]=[CH:16][CH:15]=2)(=[O:12])=[O:11])=[C:4]([F:20])[CH:3]=1.[H-].[Na+].FC(F)(F)S(O[CH2:29][C:30]([F:33])([F:32])[F:31])(=O)=O.O, predict the reaction product. The product is: [Br:1][C:2]1[CH:7]=[CH:6][C:5]([CH2:8][N:9]([CH2:29][C:30]([F:33])([F:32])[F:31])[S:10]([CH2:13][C:14]2[CH:15]=[CH:16][CH:17]=[CH:18][CH:19]=2)(=[O:12])=[O:11])=[C:4]([F:20])[CH:3]=1. (2) Given the reactants [NH2:1][C:2]1[CH:10]=[C:9]([O:11][CH3:12])[CH:8]=[C:7]([O:13][CH3:14])[C:3]=1[C:4]([NH2:6])=[O:5].[CH3:15][S:16]([C:18]1[CH:23]=[CH:22][C:21]([C:24]2[CH:25]=[C:26]([CH:33]=O)[CH:27]=[C:28]3[C:32]=2[NH:31][CH:30]=[CH:29]3)=[CH:20][CH:19]=1)=[O:17].OS([O-])=O.[Na+].O.C1(C)C=CC(S(O)(=O)=O)=CC=1, predict the reaction product. The product is: [CH3:14][O:13][C:7]1[CH:8]=[C:9]([O:11][CH3:12])[CH:10]=[C:2]2[C:3]=1[C:4](=[O:5])[NH:6][C:33]([C:26]1[CH:27]=[C:28]3[C:32](=[C:24]([C:21]4[CH:20]=[CH:19][C:18]([S:16]([CH3:15])=[O:17])=[CH:23][CH:22]=4)[CH:25]=1)[NH:31][CH:30]=[CH:29]3)=[N:1]2. (3) Given the reactants C1COCC1.[CH:6]1([C:9](=[O:12])[CH2:10][CH3:11])[CH2:8][CH2:7]1.[C:13]([O:20][CH2:21][CH3:22])(=[O:19])[C:14]([O:16]CC)=O, predict the reaction product. The product is: [CH:6]1([C:9](=[O:12])[CH:10]([CH3:11])[C:14](=[O:16])[C:13]([O:20][CH2:21][CH3:22])=[O:19])[CH2:8][CH2:7]1. (4) Given the reactants [H-].[Na+].[Cl:3][C:4]1[C:13]2[C:12](=[O:14])[O:11][C:10](=[O:15])[NH:9][C:8]=2[CH:7]=[CH:6][C:5]=1[F:16].[CH3:17]I, predict the reaction product. The product is: [Cl:3][C:4]1[C:13]2[C:12](=[O:14])[O:11][C:10](=[O:15])[N:9]([CH3:17])[C:8]=2[CH:7]=[CH:6][C:5]=1[F:16]. (5) The product is: [O:11]1[CH2:12][CH2:13][CH:8]([C:7]2[C:2]([O:21][C:18]3[CH:19]=[CH:20][C:15]([NH2:14])=[CH:16][CH:17]=3)=[N:3][CH:4]=[CH:5][CH:6]=2)[CH2:9][CH2:10]1. Given the reactants F[C:2]1[C:7]([CH:8]2[CH2:13][CH2:12][O:11][CH2:10][CH2:9]2)=[CH:6][CH:5]=[CH:4][N:3]=1.[NH2:14][C:15]1[CH:20]=[CH:19][C:18]([OH:21])=[CH:17][CH:16]=1.C(=O)([O-])[O-].[Cs+].[Cs+].[Cl-].[Na+], predict the reaction product. (6) Given the reactants Br[CH2:2][C:3]([C:5]1[CH:10]=[CH:9][C:8]([NH:11][S:12]([C:15]([F:18])([F:17])[F:16])(=[O:14])=[O:13])=[CH:7][C:6]=1[Cl:19])=O.[NH2:20][C:21]1[CH:26]=[C:25]([C:27](=[S:29])[NH2:28])[CH:24]=[CH:23][N:22]=1, predict the reaction product. The product is: [NH2:20][C:21]1[CH:26]=[C:25]([C:27]2[S:29][C:3]([C:5]3[CH:10]=[CH:9][C:8]([NH:11][S:12]([C:15]([F:18])([F:17])[F:16])(=[O:14])=[O:13])=[CH:7][C:6]=3[Cl:19])=[CH:2][N:28]=2)[CH:24]=[CH:23][N:22]=1. (7) The product is: [C:23]([O:22][C:21](=[O:27])[NH:20][C@H:18]([C:15]1[CH:14]=[CH:13][C:12]([CH:10]([OH:11])[C:9]([CH3:29])([NH:8][CH3:1])[CH3:28])=[CH:17][CH:16]=1)[CH3:19])([CH3:25])([CH3:24])[CH3:26]. Given the reactants [CH2:1]([N:8](C)[C:9]([CH3:29])([CH3:28])[CH:10]([C:12]1[CH:17]=[CH:16][C:15]([C@@H:18]([NH:20][C:21](=[O:27])[O:22][C:23]([CH3:26])([CH3:25])[CH3:24])[CH3:19])=[CH:14][CH:13]=1)[OH:11])C1C=CC=CC=1, predict the reaction product. (8) Given the reactants [CH3:1][N:2]1[CH:6]=[C:5]([NH2:7])[CH:4]=[N:3]1.[NH2:8][C@@H:9]1[C@@H:14]2[CH2:15][C@@H:11]([CH:12]=[CH:13]2)[C@@H:10]1[C:16]([NH2:18])=[O:17].Cl[C:20]1[N:25]=[C:24](Cl)[C:23]([Cl:27])=[CH:22][N:21]=1.ClC1N=[C:33](Cl)[C:32](F)=[CH:31]N=1, predict the reaction product. The product is: [Cl:27][C:23]1[C:22]([NH:8][C@@H:9]2[C@@H:14]3[CH2:15][C@@H:11]([CH:12]=[CH:13]3)[C@@H:10]2[C:16]([NH2:18])=[O:17])=[N:21][C:20]([NH:7][C:5]2[CH:4]=[N:3][N:2]([CH:1]3[CH2:33][CH2:32][CH2:31]3)[CH:6]=2)=[N:25][CH:24]=1. (9) Given the reactants [F:1][C:2]1[CH:3]=[C:4]([CH2:9][C:10]([NH:12][C@H:13]([C:15]([OH:17])=O)[CH3:14])=[O:11])[CH:5]=[C:6]([F:8])[CH:7]=1.[NH2:18][CH:19]1[C:25](=[O:26])[N:24]([CH:27]([CH3:29])[CH3:28])[C:23]2[CH:30]=[CH:31][CH:32]=[CH:33][C:22]=2[N:21]([CH:34]([CH3:36])[CH3:35])[C:20]1=[O:37], predict the reaction product. The product is: [F:8][C:6]1[CH:5]=[C:4]([CH2:9][C:10]([NH:12][C@H:13]([C:15]([NH:18][CH:19]2[C:25](=[O:26])[N:24]([CH:27]([CH3:29])[CH3:28])[C:23]3[CH:30]=[CH:31][CH:32]=[CH:33][C:22]=3[N:21]([CH:34]([CH3:36])[CH3:35])[C:20]2=[O:37])=[O:17])[CH3:14])=[O:11])[CH:3]=[C:2]([F:1])[CH:7]=1.